Dataset: TCR-epitope binding with 47,182 pairs between 192 epitopes and 23,139 TCRs. Task: Binary Classification. Given a T-cell receptor sequence (or CDR3 region) and an epitope sequence, predict whether binding occurs between them. The epitope is MPASWVMRI. The TCR CDR3 sequence is CASSVVGGDEQYF. Result: 0 (the TCR does not bind to the epitope).